Task: Predict the reactants needed to synthesize the given product.. Dataset: Full USPTO retrosynthesis dataset with 1.9M reactions from patents (1976-2016) (1) Given the product [CH2:19]([O:12][C:9]1[CH:10]=[CH:11][C:6]([S:5][CH2:4][CH2:3][CH2:2][OH:1])=[CH:7][CH:8]=1)[C:20]1[CH:25]=[CH:24][CH:23]=[CH:22][CH:21]=1, predict the reactants needed to synthesize it. The reactants are: [OH:1][CH2:2][CH2:3][CH2:4][S:5][C:6]1[CH:11]=[CH:10][C:9]([OH:12])=[CH:8][CH:7]=1.CC(C)([O-])C.[K+].[CH2:19](Br)[C:20]1[CH:25]=[CH:24][CH:23]=[CH:22][CH:21]=1. (2) Given the product [CH3:26][S:27]([O:25][CH2:24][CH:7]1[CH2:6][C:5]2[C:10](=[C:11]3[CH2:15][C:14]([CH3:17])([CH3:16])[O:13][C:12]3=[C:3]([O:2][CH3:1])[CH:4]=2)[C:9]([C:18]2[CH:23]=[CH:22][CH:21]=[CH:20][CH:19]=2)=[N:8]1)(=[O:29])=[O:28], predict the reactants needed to synthesize it. The reactants are: [CH3:1][O:2][C:3]1[CH:4]=[C:5]2[C:10](=[C:11]3[CH2:15][C:14]([CH3:17])([CH3:16])[O:13][C:12]=13)[C:9]([C:18]1[CH:23]=[CH:22][CH:21]=[CH:20][CH:19]=1)=[N:8][CH:7]([CH2:24][OH:25])[CH2:6]2.[CH3:26][S:27](Cl)(=[O:29])=[O:28].O. (3) Given the product [N:29]1([CH2:28][CH2:27][CH2:26][O:20][C:17]2[CH:18]=[CH:19][C:14]([N:13]3[C:9]([CH:1]=[CH:2][C:3]4[CH:4]=[CH:5][CH:6]=[CH:7][CH:8]=4)=[CH:10][C:11]([C:21]([F:24])([F:23])[F:22])=[N:12]3)=[CH:15][CH:16]=2)[CH2:33][CH2:32][CH2:31][CH2:30]1, predict the reactants needed to synthesize it. The reactants are: [CH:1]([C:9]1[N:13]([C:14]2[CH:19]=[CH:18][C:17]([OH:20])=[CH:16][CH:15]=2)[N:12]=[C:11]([C:21]([F:24])([F:23])[F:22])[CH:10]=1)=[CH:2][C:3]1[CH:8]=[CH:7][CH:6]=[CH:5][CH:4]=1.Cl[CH2:26][CH2:27][CH2:28][N:29]1[CH2:33][CH2:32][CH2:31][CH2:30]1.[H-].[Na+].[I-].[Na+].C(=O)(O)[O-].[Na+].